From a dataset of Full USPTO retrosynthesis dataset with 1.9M reactions from patents (1976-2016). Predict the reactants needed to synthesize the given product. (1) Given the product [C:9]([CH:11]1[CH2:14][N:13]([C:15](=[O:39])[C@H:16]([NH:18][C:19]([C:21]2[C:29]3[C:24](=[N:25][CH:26]=[C:27]([C:41]4[C:50]5[C:45](=[CH:46][CH:47]=[CH:48][CH:49]=5)[CH:44]=[CH:43][N:42]=4)[N:28]=3)[N:23]([CH2:31][O:32][CH2:33][CH2:34][Si:35]([CH3:38])([CH3:37])[CH3:36])[CH:22]=2)=[O:20])[CH3:17])[CH2:12]1)#[N:10], predict the reactants needed to synthesize it. The reactants are: C[Sn](C)C.C[Sn](C)C.[C:9]([CH:11]1[CH2:14][N:13]([C:15](=[O:39])[C@H:16]([NH:18][C:19]([C:21]2[C:29]3[C:24](=[N:25][CH:26]=[C:27](Br)[N:28]=3)[N:23]([CH2:31][O:32][CH2:33][CH2:34][Si:35]([CH3:38])([CH3:37])[CH3:36])[CH:22]=2)=[O:20])[CH3:17])[CH2:12]1)#[N:10].I[C:41]1[C:50]2[C:45](=[CH:46][CH:47]=[CH:48][CH:49]=2)[CH:44]=[CH:43][N:42]=1.IN1C2C(=CC=CC=2)C=CC1. (2) Given the product [NH2:22][C:21]1[C:3]2[C:4]([C:12]3[CH:17]=[C:16]([O:18][CH3:19])[CH:15]=[C:14]([Cl:20])[CH:13]=3)=[N:5][C:6]([NH:8][CH:9]3[CH2:11][CH2:10]3)=[N:7][C:2]=2[S:23][C:24]=1[C:25]([NH2:27])=[O:26], predict the reactants needed to synthesize it. The reactants are: Cl[C:2]1[N:7]=[C:6]([NH:8][CH:9]2[CH2:11][CH2:10]2)[N:5]=[C:4]([C:12]2[CH:17]=[C:16]([O:18][CH3:19])[CH:15]=[C:14]([Cl:20])[CH:13]=2)[C:3]=1[C:21]#[N:22].[SH:23][CH2:24][C:25]([NH2:27])=[O:26].C(=O)([O-])[O-].[Na+].[Na+].[O-]CC.[Na+].